From a dataset of Full USPTO retrosynthesis dataset with 1.9M reactions from patents (1976-2016). Predict the reactants needed to synthesize the given product. (1) Given the product [C:1]([C:3]1[CH:4]=[C:5]([C:13]2[O:17][N:16]=[C:15]([C:18]3[CH:33]=[CH:32][C:21]4[CH2:22][CH2:23][N:24]([CH2:27][C:28]([OH:30])=[O:29])[CH2:25][CH2:26][C:20]=4[CH:19]=3)[N:14]=2)[CH:6]=[CH:7][C:8]=1[O:9][CH:10]([CH3:12])[CH3:11])#[N:2], predict the reactants needed to synthesize it. The reactants are: [C:1]([C:3]1[CH:4]=[C:5]([C:13]2[O:17][N:16]=[C:15]([C:18]3[CH:33]=[CH:32][C:21]4[CH2:22][CH2:23][N:24]([CH2:27][C:28]([O:30]C)=[O:29])[CH2:25][CH2:26][C:20]=4[CH:19]=3)[N:14]=2)[CH:6]=[CH:7][C:8]=1[O:9][CH:10]([CH3:12])[CH3:11])#[N:2].[OH-].[Na+].C1COCC1.C(O)(=O)C. (2) Given the product [Br:1][C:2]1[CH:3]=[C:4]([CH:9]=[C:10]([C:12]([CH3:15])([CH3:14])[CH3:13])[CH:11]=1)[C:5]([O-:7])=[O:6].[Li+:17], predict the reactants needed to synthesize it. The reactants are: [Br:1][C:2]1[CH:3]=[C:4]([CH:9]=[C:10]([C:12]([CH3:15])([CH3:14])[CH3:13])[CH:11]=1)[C:5]([O:7]C)=[O:6].[OH-].[Li+:17]. (3) Given the product [Cl:1][C:2]1[C:3]([C:10]#[N:11])=[N:4][CH:5]=[C:6]([CH2:8][C:12]#[N:13])[CH:7]=1, predict the reactants needed to synthesize it. The reactants are: [Cl:1][C:2]1[C:3]([C:10]#[N:11])=[N:4][CH:5]=[C:6]([CH2:8]Cl)[CH:7]=1.[C-:12]#[N:13].[Na+]. (4) Given the product [OH:19][CH:18]([C:16]1[N:17]=[C:13]([C:7]2[CH:8]=[CH:9][CH:10]=[CH:11][CH:12]=2)[S:14][CH:15]=1)[C:39]([O:34][CH3:31])=[O:40], predict the reactants needed to synthesize it. The reactants are: C[Si](C#N)(C)C.[C:7]1([C:13]2[S:14][CH:15]=[C:16]([CH:18]=[O:19])[N:17]=2)[CH:12]=[CH:11][CH:10]=[CH:9][CH:8]=1.C1(C2SC=C([CH:31]([O:34][Si](C)(C)C)C#N)N=2)C=CC=CC=1.[CH3:39][OH:40].